From a dataset of Full USPTO retrosynthesis dataset with 1.9M reactions from patents (1976-2016). Predict the reactants needed to synthesize the given product. (1) Given the product [Cl:4][C:5]1[CH:6]=[C:7]([CH2:13][C:14]([OH:16])=[O:15])[CH:8]=[CH:9][C:10]=1[S:11][CH3:12], predict the reactants needed to synthesize it. The reactants are: O.NN.[Cl:4][C:5]1[CH:6]=[C:7]([C:13](=O)[C:14]([OH:16])=[O:15])[CH:8]=[CH:9][C:10]=1[S:11][CH3:12].[OH-].[K+].Cl. (2) The reactants are: [Cl:1][C:2]1[CH:15]=[CH:14][C:5]([CH2:6][C:7]2[C:8]([CH3:13])=[N:9][NH:10][C:11]=2[NH2:12])=[CH:4][CH:3]=1.[CH:16]([O:19][C:20]1[CH:25]=[CH:24][C:23]([C:26](=O)[CH2:27][C:28](OC)=[O:29])=[CH:22][CH:21]=1)([CH3:18])[CH3:17]. Given the product [Cl:1][C:2]1[CH:15]=[CH:14][C:5]([CH2:6][C:7]2[C:8]([CH3:13])=[N:9][N:10]3[C:28](=[O:29])[CH:27]=[C:26]([C:23]4[CH:22]=[CH:21][C:20]([O:19][CH:16]([CH3:18])[CH3:17])=[CH:25][CH:24]=4)[NH:12][C:11]=23)=[CH:4][CH:3]=1, predict the reactants needed to synthesize it.